Dataset: Experimentally validated miRNA-target interactions with 360,000+ pairs, plus equal number of negative samples. Task: Binary Classification. Given a miRNA mature sequence and a target amino acid sequence, predict their likelihood of interaction. (1) The miRNA is hsa-miR-1247-3p with sequence CCCCGGGAACGUCGAGACUGGAGC. The protein sequence of the target gene is MATPSKKTSTPSPQPSKRALPRDPSSEVPSKRKNSAPQLPLLQSSGPFVEGSIVRISMENFLTYDICEVSPGPHLNMIVGANGTGKSSIVCAICLGLAGKPAFMGRADKVGFFVKRGCSRGMVEIELFRASGNLVITREIDVAKNQSFWFINKKSTTQKIVEEKVAALNIQVGNLCQFLPQDKVGEFAKLSKIELLEATEKSIGPPEMHKYHCELKNLREKEKQLETSCKEKTEYLQKMVQRNERYKQDVERFYERKRHLDLIEMLEAKRPWVEYENVRQEYEEVKLVRDRVKEEVRKLK.... Result: 1 (interaction). (2) The miRNA is dre-miR-1 with sequence UGGAAUGUAAAGAAGUAUGUAU. The protein sequence of the target gene is MAIAYFIPDQAQLLARSYQQNGQQTAASPRTTATAAAPSQQQQQSQQQQQQQRHHHQQQRPQFRANISVPLGSQQGSMTMSEFGCWDLLAQIFCYALRIYSYSSSQRQPTVIQISFEISSGGQNNDEDDVTDATSKEN. Result: 0 (no interaction). (3) The miRNA is hsa-miR-559 with sequence UAAAGUAAAUAUGCACCAAAA. The protein sequence of the target gene is MAGVKALVALSFSGAIGLTFLMLGCALEDYGVYWPLFVLIFHAISPIPHFIAKRVTYDSDATSSACRELAYFFTTGIVVSAFGFPVILARVAVIKWGACGLVLAGNAVIFLTIQGFFLIFGRGDDFSWEQW. Result: 1 (interaction). (4) The miRNA is hsa-miR-3923 with sequence AACUAGUAAUGUUGGAUUAGGG. Result: 1 (interaction). The protein sequence of the target gene is MTATVENLTFQKDTLGNAVDKNTSRLELRSYSLAGRHGSTEPLVLAWSSQFRRLTWGCALDALHRSPCVAASQHGVTHLIRSSRTPHSTRCRKEDAQPGHHGNGAASVTAQARGQRSVLQVPLPVPRSCLFSESFVVSVSSQSRFLASVPGTGVQRSTAADMAASTAAGKQRIPKVAKVKNKAPAEVQITAEQLLREAKERELELLPPPPQQKITDEEELNDYKLRKRKTFEDNIRKNRTVISNWIKYAQWEESLKEIQRARSIYERALDVDYRNITLWLKYAEMEMKNRQVNHARNIWD.... (5) The miRNA is mmu-miR-99b-5p with sequence CACCCGUAGAACCGACCUUGCG. The protein sequence of the target gene is MNGVEGNNELSLANTTTPSHASEDLDLKQDQGLQEETDTVREMEAAGEAGADGGASPDSEHCGPELCFRVAENSCAAAARGLEDAPSPSKGGDAPSAPVAADDSSKNGCQLEGPHSPAKPKALEACGAVGLGSQQMPGPKKTKEMTTTKCAISVATGKEGEAGAAMQEKKGLQKEKKVAGGGKEETRPRAPKINCMDSLEAIDQELSNVNAQADRAFLQLERKFGRMRRLHMQRRSFIIQNIPGFWVTAFRNHPQLSPMISGQDEDMMRYMINLEVEELKQPRVGCKFKFIFQSNPYFRN.... Result: 0 (no interaction).